From a dataset of Reaction yield outcomes from USPTO patents with 853,638 reactions. Predict the reaction yield, written as a fraction of the theoretical maximum amount of product (1.0 means a 100% yield; for example, 0.34 means a 34% yield). (1) The reactants are CN(C(ON1N=NC2C=CC=NC1=2)=[N+](C)C)C.F[P-](F)(F)(F)(F)F.[CH3:25][C:26]1[CH:34]=[CH:33][C:29]([C:30](O)=[O:31])=[CH:28][C:27]=1[C:35]1[CH:40]=[C:39]([N:41]2[CH2:46][CH2:45][O:44][CH2:43][CH2:42]2)[C:38](=[O:47])[N:37]([CH3:48])[CH:36]=1.CCN(C(C)C)C(C)C.[NH2:58][C:59]1[CH:73]=[CH:72][C:62]([CH2:63][NH:64][C:65](=[O:71])[O:66][C:67]([CH3:70])([CH3:69])[CH3:68])=[C:61]([C:74]([F:77])([F:76])[F:75])[CH:60]=1. The catalyst is CN(C=O)C.O. The product is [CH3:25][C:26]1[CH:34]=[CH:33][C:29]([C:30]([NH:58][C:59]2[CH:73]=[CH:72][C:62]([CH2:63][NH:64][C:65](=[O:71])[O:66][C:67]([CH3:70])([CH3:68])[CH3:69])=[C:61]([C:74]([F:75])([F:76])[F:77])[CH:60]=2)=[O:31])=[CH:28][C:27]=1[C:35]1[CH:40]=[C:39]([N:41]2[CH2:46][CH2:45][O:44][CH2:43][CH2:42]2)[C:38](=[O:47])[N:37]([CH3:48])[CH:36]=1. The yield is 0.200. (2) The reactants are [C:1]([O:5][C:6]([NH:8][C:9]1[CH:10]=[C:11]([CH3:32])[C:12]([O:15][C:16]2[CH:21]=[C:20]([O:22][CH2:23][CH2:24][O:25][CH3:26])[CH:19]=[CH:18][C:17]=2/[CH:27]=[CH:28]/[C:29](O)=[O:30])=[N:13][CH:14]=1)=[O:7])([CH3:4])([CH3:3])[CH3:2].CC1C=CC=C([N+]([O-])=O)C=1C(OC(=O)C1C([N+]([O-])=O)=CC=CC=1C)=O.[CH2:58]([S:63]([NH2:66])(=[O:65])=[O:64])[CH2:59][CH2:60][CH2:61][CH3:62].[Cl-].[NH4+]. The catalyst is C(#N)C.CN(C)C1C=CN=CC=1.C(N(CC)CC)C. The product is [C:1]([O:5][C:6](=[O:7])[NH:8][C:9]1[CH:14]=[N:13][C:12]([O:15][C:16]2[CH:21]=[C:20]([O:22][CH2:23][CH2:24][O:25][CH3:26])[CH:19]=[CH:18][C:17]=2/[CH:27]=[CH:28]/[C:29](=[O:30])[NH:66][S:63]([CH2:58][CH2:59][CH2:60][CH2:61][CH3:62])(=[O:65])=[O:64])=[C:11]([CH3:32])[CH:10]=1)([CH3:2])([CH3:3])[CH3:4]. The yield is 0.860.